From a dataset of Forward reaction prediction with 1.9M reactions from USPTO patents (1976-2016). Predict the product of the given reaction. Given the reactants [CH2:1]([CH:3]([NH:8][C:9](=[O:39])[C@H:10]([CH:36]([CH3:38])[CH3:37])[NH:11][C:12](=[O:35])[CH2:13][C:14]1[CH:19]=[C:18]([Sn](CCCC)(CCCC)CCCC)[CH:17]=[CH:16][C:15]=1[O:33][CH3:34])[C:4](=[O:7])[CH2:5][F:6])[CH3:2].[I-:40].[Na+].CC1C=CC(S(NCl)(=O)=O)=CC=1, predict the reaction product. The product is: [CH2:1]([CH:3]([NH:8][C:9](=[O:39])[C@H:10]([CH:36]([CH3:38])[CH3:37])[NH:11][C:12](=[O:35])[CH2:13][C:14]1[CH:19]=[C:18]([I:40])[CH:17]=[CH:16][C:15]=1[O:33][CH3:34])[C:4](=[O:7])[CH2:5][F:6])[CH3:2].